This data is from NCI-60 drug combinations with 297,098 pairs across 59 cell lines. The task is: Regression. Given two drug SMILES strings and cell line genomic features, predict the synergy score measuring deviation from expected non-interaction effect. (1) Cell line: MALME-3M. Drug 2: COCCOC1=C(C=C2C(=C1)C(=NC=N2)NC3=CC=CC(=C3)C#C)OCCOC.Cl. Drug 1: C1=NC2=C(N=C(N=C2N1C3C(C(C(O3)CO)O)O)F)N. Synergy scores: CSS=5.72, Synergy_ZIP=-0.934, Synergy_Bliss=-0.191, Synergy_Loewe=0.400, Synergy_HSA=-1.80. (2) Drug 1: C1CN1P(=S)(N2CC2)N3CC3. Drug 2: CC1=C(C(=O)C2=C(C1=O)N3CC4C(C3(C2COC(=O)N)OC)N4)N. Cell line: BT-549. Synergy scores: CSS=17.8, Synergy_ZIP=-3.40, Synergy_Bliss=-2.17, Synergy_Loewe=-7.77, Synergy_HSA=0.0743.